This data is from TCR-epitope binding with 47,182 pairs between 192 epitopes and 23,139 TCRs. The task is: Binary Classification. Given a T-cell receptor sequence (or CDR3 region) and an epitope sequence, predict whether binding occurs between them. The epitope is VTIAEILLI. The TCR CDR3 sequence is CAWSLTGMNQPQHF. Result: 0 (the TCR does not bind to the epitope).